From a dataset of Reaction yield outcomes from USPTO patents with 853,638 reactions. Predict the reaction yield, written as a fraction of the theoretical maximum amount of product (1.0 means a 100% yield; for example, 0.34 means a 34% yield). (1) The reactants are [CH3:1][N:2]([CH:10]1[CH2:14][CH2:13][N:12]([C:15]2[C:20]([CH:21]3[CH2:24][N:23]([C:25]4[CH:34]=[CH:33][C:32]5[C:27](=[CH:28][CH:29]=[CH:30][CH:31]=5)[N:26]=4)[CH2:22]3)=[N:19][CH:18]=[CH:17][N:16]=2)[CH2:11]1)C(=O)OC(C)(C)C.Cl.C(O)(C)C. No catalyst specified. The product is [CH3:1][NH:2][CH:10]1[CH2:14][CH2:13][N:12]([C:15]2[C:20]([CH:21]3[CH2:24][N:23]([C:25]4[CH:34]=[CH:33][C:32]5[C:27](=[CH:28][CH:29]=[CH:30][CH:31]=5)[N:26]=4)[CH2:22]3)=[N:19][CH:18]=[CH:17][N:16]=2)[CH2:11]1. The yield is 0.440. (2) The reactants are Cl.[CH3:2][O:3][NH:4][CH3:5].N1C=CC=CC=1.[C:12](Cl)(=[O:16])[C:13]([CH3:15])=[CH2:14]. The catalyst is C1COCC1. The product is [CH3:2][O:3][N:4]([CH3:5])[C:12](=[O:16])[C:13]([CH3:15])=[CH2:14]. The yield is 0.875. (3) The reactants are [Cl:1][C:2]1[CH:3]=[C:4]([CH2:14][C:15]2[O:19][C:18]([C:20](O)=[O:21])=[CH:17][CH:16]=2)[C:5]2[O:9][C:8]([CH:10]([CH3:12])[CH3:11])=[CH:7][C:6]=2[CH:13]=1.[NH2:23][C:24]1[CH:25]=[C:26]([CH:31]=[CH:32][C:33]=1[NH2:34])[C:27]([O:29][CH3:30])=[O:28].Cl.CN(C)CCCN=C=NCC.O.ON1C2C=CC=CC=2N=N1. The catalyst is O.C(OCC)(=O)C.ClCCl. The product is [NH2:34][C:33]1[CH:32]=[CH:31][C:26]([C:27]([O:29][CH3:30])=[O:28])=[CH:25][C:24]=1[NH:23][C:20]([C:18]1[O:19][C:15]([CH2:14][C:4]2[C:5]3[O:9][C:8]([CH:10]([CH3:11])[CH3:12])=[CH:7][C:6]=3[CH:13]=[C:2]([Cl:1])[CH:3]=2)=[CH:16][CH:17]=1)=[O:21]. The yield is 0.750. (4) The yield is 0.705. The product is [C:23](=[NH:22])([O:21][CH2:20][CH2:19][C:16]1[CH:17]=[CH:18][C:13]([O:12][C:4]2[CH:5]=[C:6]([C:8]([F:11])([F:10])[F:9])[CH:7]=[C:2]([Cl:1])[CH:3]=2)=[CH:14][CH:15]=1)[NH2:24]. The reactants are [Cl:1][C:2]1[CH:3]=[C:4]([O:12][C:13]2[CH:18]=[CH:17][C:16]([CH2:19][CH2:20][OH:21])=[CH:15][CH:14]=2)[CH:5]=[C:6]([C:8]([F:11])([F:10])[F:9])[CH:7]=1.[N:22]#[C:23][NH2:24].OS(C(F)(F)F)(=O)=O. The catalyst is C1COCC1. (5) The reactants are CN(C(ON1N=NC2C=CC=NC1=2)=[N+](C)C)C.F[P-](F)(F)(F)(F)F.[NH2:25][C:26]1([CH2:32][OH:33])[CH2:31][CH2:30][O:29][CH2:28][CH2:27]1.[F:34][CH:35]([F:67])[O:36][C:37]1[CH:38]=[C:39]2[C:43](=[CH:44][CH:45]=1)[N:42]([CH3:46])[N:41]=[C:40]2[C:47]1[N:48]=[C:49]2[C:55]([C:56](O)=[O:57])=[CH:54][N:53]([CH2:59][O:60][CH2:61][CH2:62][Si:63]([CH3:66])([CH3:65])[CH3:64])[C:50]2=[N:51][CH:52]=1. The catalyst is CN(C=O)C. The product is [F:67][CH:35]([F:34])[O:36][C:37]1[CH:38]=[C:39]2[C:43](=[CH:44][CH:45]=1)[N:42]([CH3:46])[N:41]=[C:40]2[C:47]1[N:48]=[C:49]2[C:55]([C:56]([NH:25][C:26]3([CH2:32][OH:33])[CH2:31][CH2:30][O:29][CH2:28][CH2:27]3)=[O:57])=[CH:54][N:53]([CH2:59][O:60][CH2:61][CH2:62][Si:63]([CH3:65])([CH3:64])[CH3:66])[C:50]2=[N:51][CH:52]=1. The yield is 0.878. (6) The reactants are O=C(Cl)[O:3][C:4](Cl)(Cl)Cl.[NH2:9][CH2:10][CH2:11][CH2:12][CH2:13][CH2:14][N:15]1[C:23]2[C:18](=[CH:19][CH:20]=[CH:21][CH:22]=2)[C:17]([C:24]([O:26][CH2:27][CH3:28])=[O:25])=[CH:16]1.CCN(CC)CC.[N:36]1[CH:41]=[CH:40][CH:39]=[C:38]([CH2:42][NH2:43])[CH:37]=1. The catalyst is C(Cl)Cl. The product is [N:36]1[CH:41]=[CH:40][CH:39]=[C:38]([CH2:42][NH:43][C:4]([NH:9][CH2:10][CH2:11][CH2:12][CH2:13][CH2:14][N:15]2[C:23]3[C:18](=[CH:19][CH:20]=[CH:21][CH:22]=3)[C:17]([C:24]([O:26][CH2:27][CH3:28])=[O:25])=[CH:16]2)=[O:3])[CH:37]=1. The yield is 0.810. (7) The reactants are [C:1]([C:3](=[C:9]([C:16]1[CH:21]=[CH:20][CH:19]=[CH:18][CH:17]=1)[C:10]1[CH:15]=[CH:14][CH:13]=[CH:12][CH:11]=1)[C:4](OCC)=[O:5])#[N:2].C([O-])([O-])=O.[Na+].[Na+].[CH3:28][C:29]1([CH3:37])[CH2:34][CH2:33][CH2:32][CH:31]([CH3:35])[CH:30]1[OH:36]. No catalyst specified. The product is [C:1]([C:3](=[C:9]([C:16]1[CH:21]=[CH:20][CH:19]=[CH:18][CH:17]=1)[C:10]1[CH:11]=[CH:12][CH:13]=[CH:14][CH:15]=1)[C:4]([O:36][CH:30]1[CH:31]([CH3:35])[CH2:32][CH2:33][CH2:34][C:29]1([CH3:37])[CH3:28])=[O:5])#[N:2]. The yield is 0.740.